This data is from Forward reaction prediction with 1.9M reactions from USPTO patents (1976-2016). The task is: Predict the product of the given reaction. (1) Given the reactants I[C:2]1[CH:7]=[CH:6][N:5]=[C:4]([NH:8][C:9]2[CH:14]=[CH:13][CH:12]=[C:11]([N+:15]([O-:17])=[O:16])[CH:10]=2)[CH:3]=1.[F:18][C:19]1[CH:24]=[CH:23][C:22](B(O)O)=[C:21]([O:28][CH3:29])[CH:20]=1.ClC1C=C(C2C=CC(F)=CC=2OC)C=CN=1, predict the reaction product. The product is: [F:18][C:19]1[CH:24]=[CH:23][C:22]([C:2]2[CH:7]=[CH:6][N:5]=[C:4]([NH:8][C:9]3[CH:14]=[CH:13][CH:12]=[C:11]([N+:15]([O-:17])=[O:16])[CH:10]=3)[CH:3]=2)=[C:21]([O:28][CH3:29])[CH:20]=1. (2) Given the reactants [NH2:1][CH2:2][C@H:3]1[C@H:9]([C:10]2[CH:15]=[CH:14][C:13]([Cl:16])=[C:12]([F:17])[CH:11]=2)[O:8][CH2:7][CH2:6][N:5]([C:18]([O:20][C:21]([CH3:24])([CH3:23])[CH3:22])=[O:19])[CH2:4]1.Cl[C:26]1[O:27][C:28]2[C:29](=[C:31]([C:35]#[N:36])[CH:32]=[CH:33][CH:34]=2)[N:30]=1, predict the reaction product. The product is: [Cl:16][C:13]1[CH:14]=[CH:15][C:10]([C@@H:9]2[O:8][CH2:7][CH2:6][N:5]([C:18]([O:20][C:21]([CH3:24])([CH3:23])[CH3:22])=[O:19])[CH2:4][C@H:3]2[CH2:2][NH:1][C:26]2[O:27][C:28]3[CH:34]=[CH:33][CH:32]=[C:31]([C:35]#[N:36])[C:29]=3[N:30]=2)=[CH:11][C:12]=1[F:17]. (3) Given the reactants C(OC([NH:11][NH:12][C:13](=[O:32])[C@@H:14]([CH2:20][NH:21][C:22](OCC1C=CC=CC=1)=[O:23])[CH2:15][CH2:16][CH2:17][CH2:18][CH3:19])=O)C1C=CC=CC=1.CC[OH:35], predict the reaction product. The product is: [NH:12]([C:13]([C@H:14]([CH2:15][CH2:16][CH2:17][CH2:18][CH3:19])[CH2:20][N:21]([OH:35])[CH:22]=[O:23])=[O:32])[NH2:11].